Dataset: Full USPTO retrosynthesis dataset with 1.9M reactions from patents (1976-2016). Task: Predict the reactants needed to synthesize the given product. (1) Given the product [O:8]=[C:5]1[C:4]2[C:9]3[CH:15]=[CH:14][CH:13]=[CH:12][C:10]=3[S:11][C:3]=2[C:2]([C:16]#[N:17])=[CH:7][NH:6]1, predict the reactants needed to synthesize it. The reactants are: Br[C:2]1[C:3]2[S:11][C:10]3[CH:12]=[CH:13][CH:14]=[CH:15][C:9]=3[C:4]=2[C:5](=[O:8])[NH:6][CH:7]=1.[C:16]([Cu])#[N:17].Cl.C. (2) The reactants are: [Cl:1][C:2]1[CH:3]=[C:4]([C@@H:8]2[C@@H:13]([C:14]3[CH:19]=[CH:18][C:17]([Cl:20])=[CH:16][CH:15]=3)[N:12]([C@@H:21]([CH2:27][CH3:28])[C:22]([O:24][CH2:25][CH3:26])=[O:23])[C:11](=[O:29])[C@@H:10]([CH2:30][C:31]([OH:33])=[O:32])[CH2:9]2)[CH:5]=[CH:6][CH:7]=1.S(=O)(=O)(O)O.[CH3:39][C:40](=[CH2:42])[CH3:41]. Given the product [C:40]([O:32][C:31](=[O:33])[CH2:30][C@H:10]1[CH2:9][C@H:8]([C:4]2[CH:5]=[CH:6][CH:7]=[C:2]([Cl:1])[CH:3]=2)[C@@H:13]([C:14]2[CH:15]=[CH:16][C:17]([Cl:20])=[CH:18][CH:19]=2)[N:12]([C@@H:21]([CH2:27][CH3:28])[C:22]([O:24][CH2:25][CH3:26])=[O:23])[C:11]1=[O:29])([CH3:42])([CH3:41])[CH3:39], predict the reactants needed to synthesize it. (3) Given the product [O:27]=[C:14]([C:11]1[CH:10]=[CH:9][C:8]([C:5]2[CH:4]=[CH:3][C:2]([NH:1][C:28](=[O:33])[CH2:29][CH2:30][CH2:31][CH3:32])=[CH:7][CH:6]=2)=[CH:13][CH:12]=1)[CH2:15][CH:16]([C:22]([O:24][CH2:25][CH3:26])=[O:23])[C:17]([O:19][CH2:20][CH3:21])=[O:18], predict the reactants needed to synthesize it. The reactants are: [NH2:1][C:2]1[CH:7]=[CH:6][C:5]([C:8]2[CH:13]=[CH:12][C:11]([C:14](=[O:27])[CH2:15][CH:16]([C:22]([O:24][CH2:25][CH3:26])=[O:23])[C:17]([O:19][CH2:20][CH3:21])=[O:18])=[CH:10][CH:9]=2)=[CH:4][CH:3]=1.[C:28](Cl)(=[O:33])[CH2:29][CH2:30][CH2:31][CH3:32]. (4) Given the product [F:1][C:2]1[CH:9]=[C:8]([F:10])[CH:7]=[CH:6][C:3]=1[CH2:4][O:22][C:16]1[CH:15]=[CH:14][C:13]([CH:11]=[O:12])=[CH:21][C:17]=1[C:18]([O:20][CH2:4][C:3]1[CH:6]=[CH:7][C:8]([F:10])=[CH:9][C:2]=1[F:1])=[O:19], predict the reactants needed to synthesize it. The reactants are: [F:1][C:2]1[CH:9]=[C:8]([F:10])[CH:7]=[CH:6][C:3]=1[CH2:4]Br.[CH:11]([C:13]1[CH:21]=[C:17]([C:18]([OH:20])=[O:19])[C:16]([OH:22])=[CH:15][CH:14]=1)=[O:12].C(=O)([O-])[O-].[Cs+].[Cs+]. (5) Given the product [CH2:1]([O:3][C:4]1[C:9](=[O:10])[NH:8][CH:7]=[C:6]([C:20]2[CH:25]=[CH:24][C:23]([CH2:26][C:27]([NH:29][C:30]3[CH:31]=[N:32][C:33]([C:40]([OH:43])([CH3:41])[CH3:42])=[C:34]([C:36]([F:39])([F:37])[F:38])[CH:35]=3)=[O:28])=[C:22]([F:44])[CH:21]=2)[CH:5]=1)[CH3:2], predict the reactants needed to synthesize it. The reactants are: [CH2:1]([O:3][C:4]1[CH:5]=[C:6]([C:20]2[CH:25]=[CH:24][C:23]([CH2:26][C:27]([NH:29][C:30]3[CH:31]=[N:32][C:33]([C:40]([OH:43])([CH3:42])[CH3:41])=[C:34]([C:36]([F:39])([F:38])[F:37])[CH:35]=3)=[O:28])=[C:22]([F:44])[CH:21]=2)[CH:7]=[N:8][C:9]=1[O:10]CC1C=CC(OC)=CC=1)[CH3:2]. (6) Given the product [N:18]1([CH:15]2[CH2:14][CH2:13][CH:12]([NH:27][CH3:28])[CH2:17][CH2:16]2)[CH2:19][CH2:20][CH2:21][CH2:22]1, predict the reactants needed to synthesize it. The reactants are: C(OC(=O)NC[CH:12]1[CH2:17][CH2:16][CH:15]([N:18]2[CH2:22][CH2:21][CH2:20][CH2:19]2)[CH2:14][CH2:13]1)C1C=CC=CC=1.C([O-])=O.[NH4+:27].[CH3:28]O.